From a dataset of Reaction yield outcomes from USPTO patents with 853,638 reactions. Predict the reaction yield, written as a fraction of the theoretical maximum amount of product (1.0 means a 100% yield; for example, 0.34 means a 34% yield). (1) The product is [NH:20]([C:13]([C:12]1[CH:17]=[CH:18][C:9]([NH:8][C:1](=[O:7])[CH2:2][CH2:3][CH2:4][CH2:5][CH3:6])=[CH:10][CH:11]=1)=[O:14])[NH2:21]. No catalyst specified. The yield is 0.550. The reactants are [C:1]([NH:8][C:9]1[CH:18]=[CH:17][C:12]([C:13](OC)=[O:14])=[CH:11][CH:10]=1)(=[O:7])[CH2:2][CH2:3][CH2:4][CH2:5][CH3:6].O.[NH2:20][NH2:21]. (2) The reactants are [CH3:1][C:2]1([CH3:18])[O:6][C:5]([C:7]2[CH:8]=[CH:9][C:10]([O:15][CH3:16])=[C:11]([CH:14]=2)[C:12]#[N:13])=[CH:4][C:3]1=[O:17].C1C(=O)N([Br:26])C(=O)C1. The catalyst is C(Cl)(Cl)Cl.C(Cl)Cl. The product is [Br:26][C:4]1[C:3](=[O:17])[C:2]([CH3:18])([CH3:1])[O:6][C:5]=1[C:7]1[CH:8]=[CH:9][C:10]([O:15][CH3:16])=[C:11]([CH:14]=1)[C:12]#[N:13]. The yield is 0.420. (3) The reactants are Br.[CH2:2]([C:4]1[N:5]=[C:6]([C@@H:9]([NH2:20])[CH2:10][C:11]2[CH:16]=[CH:15][C:14]([N+:17]([O-:19])=[O:18])=[CH:13][CH:12]=2)[S:7][CH:8]=1)[CH3:3].[CH2:21]([CH:28]([C:32]([O:34][CH2:35][CH3:36])=[O:33])[C:29](O)=[O:30])[C:22]1[CH:27]=[CH:26][CH:25]=[CH:24][CH:23]=1.ON1C2C=CC=CC=2N=N1.CN(C)CCCN=C=NCC.C(N(C(C)C)CC)(C)C. The catalyst is CN(C=O)C.O. The product is [CH2:35]([O:34][C:32](=[O:33])[CH:28]([CH2:21][C:22]1[CH:27]=[CH:26][CH:25]=[CH:24][CH:23]=1)[C:29]([NH:20][C@H:9]([C:6]1[S:7][CH:8]=[C:4]([CH2:2][CH3:3])[N:5]=1)[CH2:10][C:11]1[CH:16]=[CH:15][C:14]([N+:17]([O-:19])=[O:18])=[CH:13][CH:12]=1)=[O:30])[CH3:36]. The yield is 0.310. (4) The reactants are [CH3:1][NH2:2].[CH:3]([C:5]1[CH:6]=[C:7]([CH:12]=[CH:13][CH:14]=1)[C:8](OC)=[O:9])=[O:4].C[Al](C)C.C1(C)C=CC=CC=1. The catalyst is C1COCC1. The product is [CH:3]([C:5]1[CH:6]=[C:7]([CH:12]=[CH:13][CH:14]=1)[C:8]([NH:2][CH3:1])=[O:9])=[O:4]. The yield is 0.580. (5) The reactants are [CH:1]1([N:6]2[C:14]3[CH:13]=[C:12]([C:15]4[CH:16]=[N:17][C:18]([CH:21]=O)=[CH:19][CH:20]=4)[CH:11]=[C:10]([C:23]([NH:25][CH2:26][C:27]4[C:28](=[O:35])[NH:29][C:30]([CH3:34])=[CH:31][C:32]=4[CH3:33])=[O:24])[C:9]=3[CH:8]=[N:7]2)[CH2:5][CH2:4][CH2:3][CH2:2]1.C(O)(=O)C.[NH:40]1[CH2:45][CH2:44][O:43][CH2:42][CH2:41]1.[BH3-]C#N.[Na+]. The catalyst is CO. The product is [CH:1]1([N:6]2[C:14]3[CH:13]=[C:12]([C:15]4[CH:16]=[N:17][C:18]([CH2:21][N:40]5[CH2:45][CH2:44][O:43][CH2:42][CH2:41]5)=[CH:19][CH:20]=4)[CH:11]=[C:10]([C:23]([NH:25][CH2:26][C:27]4[C:28](=[O:35])[NH:29][C:30]([CH3:34])=[CH:31][C:32]=4[CH3:33])=[O:24])[C:9]=3[CH:8]=[N:7]2)[CH2:2][CH2:3][CH2:4][CH2:5]1. The yield is 0.434.